Dataset: Catalyst prediction with 721,799 reactions and 888 catalyst types from USPTO. Task: Predict which catalyst facilitates the given reaction. (1) Product: [Br:1][C:2]1[CH:7]=[C:6]([NH2:8])[CH:5]=[N:4][C:3]=1[Cl:11]. The catalyst class is: 693. Reactant: [Br:1][C:2]1[C:3]([Cl:11])=[N:4][CH:5]=[C:6]([N+:8]([O-])=O)[CH:7]=1.C(O)(=O)C. (2) Reactant: [CH3:1][C@@H:2]([CH2:41][CH3:42])[C@H:3]([NH:33]C(=O)OC(C)(C)C)[C:4]([NH:6][CH2:7][C@@H:8]([C:20]1[CH:25]=[CH:24][C:23]([O:26][CH2:27][CH:28]([CH3:32])[CH2:29][CH2:30][CH3:31])=[CH:22][CH:21]=1)[NH:9][C:10](=[O:19])[C@H:11]([C:13]1[CH:18]=[CH:17][CH:16]=[CH:15][CH:14]=1)[CH3:12])=[O:5].C(O)(C(F)(F)F)=O. Product: [NH2:33][C@@H:3]([C@@H:2]([CH3:1])[CH2:41][CH3:42])[C:4]([NH:6][CH2:7][C@@H:8]([C:20]1[CH:21]=[CH:22][C:23]([O:26][CH2:27][CH:28]([CH3:32])[CH2:29][CH2:30][CH3:31])=[CH:24][CH:25]=1)[NH:9][C:10](=[O:19])[C@H:11]([C:13]1[CH:18]=[CH:17][CH:16]=[CH:15][CH:14]=1)[CH3:12])=[O:5]. The catalyst class is: 4. (3) Reactant: [F:1][C:2]([F:27])([F:26])[C:3]1[CH:8]=[CH:7][C:6]([C:9]2[N:14]=[C:13]([O:15][C:16]3[C:21]4[N:22]=[C:23]([NH2:25])[S:24][C:20]=4[CH:19]=[CH:18][CH:17]=3)[CH:12]=[N:11][CH:10]=2)=[CH:5][CH:4]=1.[C:28](OC(=O)C)(=[O:30])[CH3:29]. Product: [F:27][C:2]([F:26])([F:1])[C:3]1[CH:8]=[CH:7][C:6]([C:9]2[N:14]=[C:13]([O:15][C:16]3[C:21]4[N:22]=[C:23]([NH:25][C:28](=[O:30])[CH3:29])[S:24][C:20]=4[CH:19]=[CH:18][CH:17]=3)[CH:12]=[N:11][CH:10]=2)=[CH:5][CH:4]=1. The catalyst class is: 17. (4) Reactant: [CH2:1]([C:5]1[N:6]=[C:7]([C:12]2[CH:17]=[CH:16][C:15]([C:18]([F:21])([F:20])[F:19])=[CH:14][CH:13]=2)[S:8][C:9]=1[CH2:10][OH:11])[CH2:2][CH2:3][CH3:4].[CH3:22][O:23][C:24](=[O:33])[C:25]1[CH:30]=[CH:29][C:28](O)=[CH:27][C:26]=1[Cl:32].C1(P(C2C=CC=CC=2)C2C=CC=CC=2)C=CC=CC=1.N(C(OCC)=O)=NC(OCC)=O. Product: [CH3:22][O:23][C:24](=[O:33])[C:25]1[CH:30]=[CH:29][C:28]([O:11][CH2:10][C:9]2[S:8][C:7]([C:12]3[CH:17]=[CH:16][C:15]([C:18]([F:20])([F:21])[F:19])=[CH:14][CH:13]=3)=[N:6][C:5]=2[CH2:1][CH2:2][CH2:3][CH3:4])=[CH:27][C:26]=1[Cl:32]. The catalyst class is: 4. (5) Reactant: [NH2:1][C:2]1[CH:3]=[CH:4][C:5]([Cl:11])=[C:6]([CH:10]=1)[C:7]([OH:9])=[O:8].Cl[S:13]([C:16]1[CH:25]=[C:24]2[C:19]([CH:20]=[CH:21][C:22]([NH:26][C:27](=[O:29])[CH3:28])=[CH:23]2)=[CH:18][CH:17]=1)(=[O:15])=[O:14]. Product: [C:27]([NH:26][C:22]1[CH:23]=[C:24]2[C:19]([CH:18]=[CH:17][C:16]([S:13]([NH:1][C:2]3[CH:3]=[CH:4][C:5]([Cl:11])=[C:6]([CH:10]=3)[C:7]([OH:9])=[O:8])(=[O:15])=[O:14])=[CH:25]2)=[CH:20][CH:21]=1)(=[O:29])[CH3:28]. The catalyst class is: 859. (6) Reactant: [Cl:1][C:2]1[CH:32]=[CH:31][C:5]([CH2:6][N:7]2[C:15]3[C:14](=[O:16])[N:13]([CH3:17])[C:12](=[O:18])[NH:11][C:10]=3[N:9]=[C:8]2[O:19][C:20]2[CH:25]=[CH:24][CH:23]=[C:22]([O:26][C:27]([F:30])([F:29])[F:28])[CH:21]=2)=[CH:4][CH:3]=1.[Br:33][CH2:34][CH2:35]Br.C(=O)([O-])[O-].[K+].[K+]. Product: [Br:33][CH2:34][CH2:35][N:11]1[C:10]2[N:9]=[C:8]([O:19][C:20]3[CH:25]=[CH:24][CH:23]=[C:22]([O:26][C:27]([F:30])([F:28])[F:29])[CH:21]=3)[N:7]([CH2:6][C:5]3[CH:4]=[CH:3][C:2]([Cl:1])=[CH:32][CH:31]=3)[C:15]=2[C:14](=[O:16])[N:13]([CH3:17])[C:12]1=[O:18]. The catalyst class is: 3. (7) Reactant: [CH3:1][C:2](=CC)[C:3](Cl)=[O:4].[CH3:8][C:9]1[CH:14]2[C:15]([CH3:17])([CH3:16])[CH:12]([CH2:13]2)[CH2:11][CH:10]=1.[CH2:18](Cl)[CH2:19]Cl. Product: [C:15]([C:12]12[CH2:13][CH:14]([C:9]([CH3:8])=[CH:10][CH2:11]1)[C:3](=[O:4])[CH:2]([CH3:1])[CH:18]2[CH3:19])([CH3:16])=[CH2:17]. The catalyst class is: 530.